From a dataset of Reaction yield outcomes from USPTO patents with 853,638 reactions. Predict the reaction yield, written as a fraction of the theoretical maximum amount of product (1.0 means a 100% yield; for example, 0.34 means a 34% yield). (1) The reactants are [F:1][C:2]([F:15])([F:14])[CH:3]1[CH2:8][CH2:7][CH:6]([C:9]([O:11][CH2:12][CH3:13])=[O:10])[CH2:5][CH2:4]1.C([N-]C(C)C)(C)C.[Li+].[Br:24][C:25]1[CH:30]=[CH:29][C:28]([CH2:31]Br)=[C:27]([I:33])[CH:26]=1.O. The catalyst is C1COCC1.CCOC(C)=O. The product is [Br:24][C:25]1[CH:30]=[CH:29][C:28]([CH2:31][C:6]2([C:9]([O:11][CH2:12][CH3:13])=[O:10])[CH2:5][CH2:4][CH:3]([C:2]([F:14])([F:15])[F:1])[CH2:8][CH2:7]2)=[C:27]([I:33])[CH:26]=1. The yield is 0.690. (2) The reactants are [H-].[Al+3].[Li+].[H-].[H-].[H-].[Br:7][C:8]1[C:17]([C:18](OC)=[O:19])=[C:16]2[C:11]([NH:12][C:13]([CH3:24])([CH3:23])[C:14](=[O:22])[NH:15]2)=[CH:10][CH:9]=1.C(OCC)(=O)C.Cl. The catalyst is O1CCCC1.O. The product is [Br:7][C:8]1[C:17]([CH2:18][OH:19])=[C:16]2[C:11]([NH:12][C:13]([CH3:24])([CH3:23])[C:14](=[O:22])[NH:15]2)=[CH:10][CH:9]=1. The yield is 0.740. (3) The reactants are [CH3:1][C:2]([CH3:9])([CH2:7][OH:8])[C:3]([O:5][CH3:6])=[O:4].N1C=CN=C1.Cl[Si:16]([CH:23]([CH3:25])[CH3:24])([CH:20]([CH3:22])[CH3:21])[CH:17]([CH3:19])[CH3:18]. The catalyst is C1COCC1.CN(C=O)C. The product is [CH3:6][O:5][C:3](=[O:4])[C:2]([CH3:9])([CH3:1])[CH2:7][O:8][Si:16]([CH:23]([CH3:25])[CH3:24])([CH:20]([CH3:22])[CH3:21])[CH:17]([CH3:19])[CH3:18]. The yield is 0.790. (4) The reactants are Br[C:2]1[C:3]([F:28])=[C:4]([N:8]2[CH:13]=[C:12]([O:14][CH3:15])[C:11](=[O:16])[C:10]([C:17]3[N:21]([C:22]4[CH:27]=[CH:26][CH:25]=[CH:24][CH:23]=4)[N:20]=[CH:19][CH:18]=3)=[N:9]2)[CH:5]=[CH:6][CH:7]=1.[NH:29]1[CH2:34][CH2:33][CH2:32][CH2:31][C:30]1=[O:35].CNCCNC.[O-]P([O-])([O-])=O.[K+].[K+].[K+].C([O-])(O)=O.[Na+]. The catalyst is O1CCOCC1.[Cu]I. The product is [F:28][C:3]1[C:2]([N:29]2[CH2:34][CH2:33][CH2:32][CH2:31][C:30]2=[O:35])=[CH:7][CH:6]=[CH:5][C:4]=1[N:8]1[CH:13]=[C:12]([O:14][CH3:15])[C:11](=[O:16])[C:10]([C:17]2[N:21]([C:22]3[CH:27]=[CH:26][CH:25]=[CH:24][CH:23]=3)[N:20]=[CH:19][CH:18]=2)=[N:9]1. The yield is 0.230. (5) The reactants are [NH2:1][C:2]1[C:3]([Cl:9])=[N:4][CH:5]=[N:6][C:7]=1[NH2:8].[O:10]1CCOC[CH2:11]1. No catalyst specified. The product is [Cl:9][C:3]1[N:4]=[CH:5][N:6]=[C:7]2[C:2]=1[NH:1][C:11](=[O:10])[NH:8]2. The yield is 0.860. (6) The reactants are Br[C:2]1[N:3]([S:16]([C:19]2[CH:20]=[N:21][CH:22]=[CH:23][CH:24]=2)(=[O:18])=[O:17])[C:4]([C:9]2[CH:14]=[CH:13][CH:12]=[CH:11][C:10]=2[F:15])=[CH:5][C:6]=1[CH:7]=[O:8].[Cu][C:26]#[N:27]. The catalyst is O1CCOCC1.C(OCC)(=O)C.C1C=CC(/C=C/C(/C=C/C2C=CC=CC=2)=O)=CC=1.C1C=CC(/C=C/C(/C=C/C2C=CC=CC=2)=O)=CC=1.C1C=CC(/C=C/C(/C=C/C2C=CC=CC=2)=O)=CC=1.[Pd].[Pd].C1(P(C2C=CC=CC=2)[C-]2C=CC=C2)C=CC=CC=1.[C-]1(P(C2C=CC=CC=2)C2C=CC=CC=2)C=CC=C1.[Fe+2]. The product is [F:15][C:10]1[CH:11]=[CH:12][CH:13]=[CH:14][C:9]=1[C:4]1[N:3]([S:16]([C:19]2[CH:20]=[N:21][CH:22]=[CH:23][CH:24]=2)(=[O:18])=[O:17])[C:2]([C:26]#[N:27])=[C:6]([CH:7]=[O:8])[CH:5]=1. The yield is 0.570. (7) The reactants are [CH2:1]([O:3][CH2:4][C:5]([OH:7])=O)[CH3:2].[Cl:8][C:9]1[CH:10]=[C:11]([NH:23][C:24]2[C:33]3[C:28](=[CH:29][CH:30]=[CH:31][C:32]=3[O:34][CH2:35][C@H:36]3[CH2:40][CH2:39][CH2:38][NH:37]3)[N:27]=[CH:26][N:25]=2)[CH:12]=[CH:13][C:14]=1[O:15][CH2:16][C:17]1[CH:22]=[CH:21][CH:20]=[CH:19][N:18]=1. No catalyst specified. The product is [Cl:8][C:9]1[CH:10]=[C:11]([NH:23][C:24]2[C:33]3[C:28](=[CH:29][CH:30]=[CH:31][C:32]=3[O:34][CH2:35][C@H:36]3[CH2:40][CH2:39][CH2:38][N:37]3[C:5](=[O:7])[CH2:4][O:3][CH2:1][CH3:2])[N:27]=[CH:26][N:25]=2)[CH:12]=[CH:13][C:14]=1[O:15][CH2:16][C:17]1[CH:22]=[CH:21][CH:20]=[CH:19][N:18]=1. The yield is 0.490. (8) The reactants are [C:1](Cl)(=[O:9])[O:2][C:3]1[CH:8]=[CH:7][CH:6]=[CH:5][CH:4]=1.N1C=CC=CC=1.[CH3:17][N:18]1[CH:22]=[C:21]([NH2:23])[CH:20]=[N:19]1. The catalyst is ClCCl. The product is [CH3:17][N:18]1[CH:22]=[C:21]([NH:23][C:1](=[O:9])[O:2][C:3]2[CH:8]=[CH:7][CH:6]=[CH:5][CH:4]=2)[CH:20]=[N:19]1. The yield is 0.420.